This data is from hERG potassium channel inhibition data for cardiac toxicity prediction from Karim et al.. The task is: Regression/Classification. Given a drug SMILES string, predict its toxicity properties. Task type varies by dataset: regression for continuous values (e.g., LD50, hERG inhibition percentage) or binary classification for toxic/non-toxic outcomes (e.g., AMES mutagenicity, cardiotoxicity, hepatotoxicity). Dataset: herg_karim. (1) The compound is NC(=O)c1ccsc1-c1cccc(OC(=O)NCCCCCCc2ccccc2)c1. The result is 0 (non-blocker). (2) The molecule is O=C(NC1CCN(Cc2ccn(-c3ccc(C(F)(F)F)cc3)c2)CC1)NC(CN1CCOCC1)c1ccccc1. The result is 1 (blocker). (3) The compound is Cc1c([C@H]2CN3CCN(C(=O)Cc4cnc(-n5cnnn5)cn4)C[C@H]3CO2)ccc(F)c1C#N. The result is 0 (non-blocker). (4) The compound is CSc1ncccc1C(=O)N1CC[C@H](NCc2cncn2Cc2ccc(C#N)cc2)C1=O. The result is 1 (blocker).